From a dataset of Reaction yield outcomes from USPTO patents with 853,638 reactions. Predict the reaction yield, written as a fraction of the theoretical maximum amount of product (1.0 means a 100% yield; for example, 0.34 means a 34% yield). (1) The reactants are [NH:1]1[CH2:6][CH2:5][O:4][CH2:3][CH2:2]1.Cl[C:8]1[C:13]([N+:14]([O-:16])=[O:15])=[CH:12][C:11]([N+:17]([O-:19])=[O:18])=[CH:10][C:9]=1[C:20]([F:23])([F:22])[F:21]. The catalyst is ClCCl. The product is [O:4]1[CH2:5][CH2:6][N:1]([C:8]2[C:9]([C:20]([F:22])([F:23])[F:21])=[CH:10][C:11]([N+:17]([O-:19])=[O:18])=[CH:12][C:13]=2[N+:14]([O-:16])=[O:15])[CH2:2][CH2:3]1. The yield is 0.290. (2) The reactants are [C:1]([O:9][CH2:10][CH2:11][CH2:12][CH2:13][CH2:14]O)(=[O:8])[C:2]1[CH:7]=[CH:6][CH:5]=[CH:4][CH:3]=1.[C:16]([N:24]1[C:29](=[O:30])[CH:28]=[CH:27][NH:26][C:25]1=[O:31])(=[O:23])[C:17]1[CH:22]=[CH:21][CH:20]=[CH:19][CH:18]=1. No catalyst specified. The product is [C:16]([N:24]1[C:29](=[O:30])[CH:28]=[CH:27][N:26]([CH2:14][CH2:13][CH2:12][CH2:11][CH2:10][O:9][C:1](=[O:8])[C:2]2[CH:3]=[CH:4][CH:5]=[CH:6][CH:7]=2)[C:25]1=[O:31])(=[O:23])[C:17]1[CH:18]=[CH:19][CH:20]=[CH:21][CH:22]=1. The yield is 0.500.